Dataset: Full USPTO retrosynthesis dataset with 1.9M reactions from patents (1976-2016). Task: Predict the reactants needed to synthesize the given product. (1) Given the product [Br:9][C:10]1[CH:11]=[C:12]2[C:17](=[CH:18][CH:19]=1)[CH2:16][N:15]([CH3:20])[CH2:14][CH2:13]2, predict the reactants needed to synthesize it. The reactants are: FC(F)(F)S([O-])(=O)=O.[Br:9][C:10]1[CH:11]=[C:12]2[C:17](=[CH:18][CH:19]=1)[CH:16]=[N+:15]([CH3:20])[CH:14]=[CH:13]2.CC1C(Br)=C(O)C(Br)=CC=1C1(C2C=C(Br)C(O)=C(Br)C=2C)OS(=O)(=O)C2C=CC=CC1=2.[BH4-].[Na+].Cl.[OH-].[Na+]. (2) The reactants are: [Cl:1][C:2]1[C:7]([O:8][CH3:9])=[CH:6][C:5]([O:10][CH3:11])=[C:4]([Cl:12])[C:3]=1[C:13]1[CH:14]=[C:15]2[C:20](=[CH:21][CH:22]=1)[N:19]=[C:18]([NH:23][C@H:24]1[C@@H:29]([NH:30]C(=O)OCC[Si](C)(C)C)[CH2:28][C@H:27]3[C@@H:25]1[CH2:26]3)[N:17]=[CH:16]2.Cl. Given the product [Cl:12][C:4]1[C:5]([O:10][CH3:11])=[CH:6][C:7]([O:8][CH3:9])=[C:2]([Cl:1])[C:3]=1[C:13]1[CH:14]=[C:15]2[C:20](=[CH:21][CH:22]=1)[N:19]=[C:18]([NH:23][C@H:24]1[C@@H:29]([NH2:30])[CH2:28][C@H:27]3[C@@H:25]1[CH2:26]3)[N:17]=[CH:16]2, predict the reactants needed to synthesize it. (3) Given the product [Cl:1][C:2]1[CH:3]=[C:4]2[C:9](=[CH:10][CH:11]=1)[C:8](=[O:12])[N:29]([CH2:28][C:27]1[CH:30]=[CH:31][C:24]([O:23][CH3:22])=[CH:25][CH:26]=1)[C:6]([C:13]([OH:15])=[O:14])=[C:5]2[C:16]1[CH:17]=[CH:18][CH:19]=[CH:20][CH:21]=1, predict the reactants needed to synthesize it. The reactants are: [Cl:1][C:2]1[CH:3]=[C:4]2[C:9](=[CH:10][CH:11]=1)[C:8](=[O:12])O[C:6]([C:13]([OH:15])=[O:14])=[C:5]2[C:16]1[CH:21]=[CH:20][CH:19]=[CH:18][CH:17]=1.[CH3:22][O:23][C:24]1[CH:31]=[CH:30][C:27]([CH2:28][NH2:29])=[CH:26][CH:25]=1. (4) Given the product [CH:1]1([CH2:4][NH:5][C:9]([C:11]2[N:15]([CH2:16][CH3:17])[N:14]=[CH:13][C:12]=2[CH2:18][N:19]2[CH2:20][CH:21]3[CH2:26][N:25]([C:27]([O:29][CH:30]([C:31]([F:32])([F:33])[F:34])[C:35]([F:36])([F:37])[F:38])=[O:28])[CH2:24][CH:22]3[CH2:23]2)=[O:8])[CH2:3][CH2:2]1, predict the reactants needed to synthesize it. The reactants are: [CH:1]1([CH2:4][NH2:5])[CH2:3][CH2:2]1.C([O:8][C:9]([C:11]1[N:15]([CH2:16][CH3:17])[N:14]=[CH:13][C:12]=1[CH2:18][N:19]1[CH2:23][CH:22]2[CH2:24][N:25]([C:27]([O:29][CH:30]([C:35]([F:38])([F:37])[F:36])[C:31]([F:34])([F:33])[F:32])=[O:28])[CH2:26][CH:21]2[CH2:20]1)=O)C. (5) Given the product [Br:1][C:2]1[CH:3]=[C:4]([S:8]([N:11]2[C:15]([C:16]3[CH:21]=[CH:20][CH:19]=[CH:18][CH:17]=3)=[CH:14][C:13]([CH2:22][N:25]([CH3:24])[C:28](=[O:31])[O:29][C:13]([CH3:22])([CH3:14])[CH3:12])=[CH:12]2)(=[O:10])=[O:9])[CH:5]=[N:6][CH:7]=1, predict the reactants needed to synthesize it. The reactants are: [Br:1][C:2]1[CH:3]=[C:4]([S:8]([N:11]2[C:15]([C:16]3[CH:21]=[CH:20][CH:19]=[CH:18][CH:17]=3)=[CH:14][C:13]([CH:22]=O)=[CH:12]2)(=[O:10])=[O:9])[CH:5]=[N:6][CH:7]=1.[CH3:24][NH2:25].[BH4-].[Na+].[C:28](=[O:31])([O-])[OH:29].[Na+]. (6) Given the product [Br:22][C:12]1[NH:11][C:10]2[C:9](=[O:15])[NH:8][C:7](=[O:16])[N:6]([CH3:5])[C:14]=2[N:13]=1, predict the reactants needed to synthesize it. The reactants are: C(O)(=O)C.[CH3:5][N:6]1[C:14]2[N:13]=[CH:12][NH:11][C:10]=2[C:9](=[O:15])[NH:8][C:7]1=[O:16].C([O-])(=O)C.[Na+].[Br:22]Br.